Dataset: Peptide-MHC class II binding affinity with 134,281 pairs from IEDB. Task: Regression. Given a peptide amino acid sequence and an MHC pseudo amino acid sequence, predict their binding affinity value. This is MHC class II binding data. (1) The peptide sequence is SINYRTEIDKPCQHH. The MHC is HLA-DPA10201-DPB10101 with pseudo-sequence HLA-DPA10201-DPB10101. The binding affinity (normalized) is 0. (2) The peptide sequence is EGWPYIACRTSIVGR. The MHC is H-2-IAb with pseudo-sequence H-2-IAb. The binding affinity (normalized) is 0.142. (3) The binding affinity (normalized) is 0. The MHC is HLA-DQA10301-DQB10302 with pseudo-sequence HLA-DQA10301-DQB10302. The peptide sequence is QRGNFKGQKRIKCF.